Dataset: CYP2D6 inhibition data for predicting drug metabolism from PubChem BioAssay. Task: Regression/Classification. Given a drug SMILES string, predict its absorption, distribution, metabolism, or excretion properties. Task type varies by dataset: regression for continuous measurements (e.g., permeability, clearance, half-life) or binary classification for categorical outcomes (e.g., BBB penetration, CYP inhibition). Dataset: cyp2d6_veith. (1) The molecule is CCOc1ccc(N(C(C)C(=O)NC(C)CC)S(C)(=O)=O)cc1. The result is 0 (non-inhibitor). (2) The drug is O=S(=O)(NCCOCC(F)(F)F)c1ccc2oc3ccccc3c2c1. The result is 0 (non-inhibitor). (3) The compound is C=C(Br)CN(C)CC(=C)Br. The result is 0 (non-inhibitor). (4) The compound is COc1cc(=O)n2c(n1)SCCC2. The result is 0 (non-inhibitor).